This data is from Forward reaction prediction with 1.9M reactions from USPTO patents (1976-2016). The task is: Predict the product of the given reaction. Given the reactants C([O:5][C:6]([C:8]1[N:16]([S:17]([C:20]2[CH:25]=[CH:24][CH:23]=[CH:22][CH:21]=2)(=[O:19])=[O:18])[C:15]2[C:10](=[N:11][C:12]([N:26](C(OC(C)(C)C)=O)[NH:27][C:28](OC(C)(C)C)=O)=[CH:13][CH:14]=2)[CH:9]=1)=[O:7])(C)(C)C.[CH3:42]C(O)=O, predict the reaction product. The product is: [CH3:42][C:28]1[N:11]2[C:10]3[CH:9]=[C:8]([C:6]([OH:5])=[O:7])[N:16]([S:17]([C:20]4[CH:21]=[CH:22][CH:23]=[CH:24][CH:25]=4)(=[O:19])=[O:18])[C:15]=3[CH:14]=[CH:13][C:12]2=[N:26][N:27]=1.